Dataset: Full USPTO retrosynthesis dataset with 1.9M reactions from patents (1976-2016). Task: Predict the reactants needed to synthesize the given product. Given the product [CH3:1][S:2]([NH:5][C:6]1[CH:7]=[C:8]2[C:12](=[CH:13][CH:14]=1)[N:11]([CH2:15][C:16]([OH:18])=[O:17])[C:10](=[O:20])[CH2:9]2)(=[O:3])=[O:4], predict the reactants needed to synthesize it. The reactants are: [CH3:1][S:2]([NH:5][C:6]1[CH:7]=[C:8]2[C:12](=[CH:13][CH:14]=1)[N:11]([CH2:15][C:16]([O:18]C)=[O:17])[C:10](=[O:20])[CH2:9]2)(=[O:4])=[O:3].Cl.